This data is from Full USPTO retrosynthesis dataset with 1.9M reactions from patents (1976-2016). The task is: Predict the reactants needed to synthesize the given product. (1) Given the product [ClH:1].[ClH:1].[CH2:3]([N:10]1[CH2:11][CH2:12][CH:13]([N:16]([CH2:17][CH2:18][CH2:19][OH:20])[CH3:21])[CH2:14][CH2:15]1)[C:4]1[CH:5]=[CH:6][CH:7]=[CH:8][CH:9]=1, predict the reactants needed to synthesize it. The reactants are: [ClH:1].Cl.[CH2:3]([N:10]1[CH2:15][CH2:14][CH:13]([NH:16][CH2:17][CH2:18][CH2:19][OH:20])[CH2:12][CH2:11]1)[C:4]1[CH:9]=[CH:8][CH:7]=[CH:6][CH:5]=1.[CH:21](O)=O.C=O.[OH-].[Na+]. (2) Given the product [F:4][C:2]([C:5]1[CH:6]=[C:7]([CH:28]=[CH:29][CH:30]=1)[O:8][C:9]1[CH:10]=[CH:11][C:12]([CH:15]2[C:20]3=[N:21][S:22](=[O:26])(=[O:25])[CH2:23][CH2:24][N:19]3[CH2:18][CH:17]([CH3:27])[CH2:16]2)=[CH:13][CH:14]=1)([F:1])[CH3:3], predict the reactants needed to synthesize it. The reactants are: [F:1][C:2]([C:5]1[CH:6]=[C:7]([CH:28]=[CH:29][CH:30]=1)[O:8][C:9]1[CH:14]=[CH:13][C:12]([C:15]2[C:20]3=[N:21][S:22](=[O:26])(=[O:25])[CH2:23][CH2:24][N:19]3[CH:18]=[C:17]([CH3:27])[CH:16]=2)=[CH:11][CH:10]=1)([F:4])[CH3:3]. (3) Given the product [NH2:22][C:16]1[C:15]([F:30])=[C:14]([C:12]([C:8]2[CH:9]=[C:10]3[C:5](=[CH:6][CH:7]=2)[N:4]=[CH:3][C:2]([Cl:1])=[N:11]3)=[O:13])[C:19]([F:20])=[C:18]([F:21])[CH:17]=1, predict the reactants needed to synthesize it. The reactants are: [Cl:1][C:2]1[CH:3]=[N:4][C:5]2[C:10]([N:11]=1)=[CH:9][C:8]([C:12]([C:14]1[C:15]([F:30])=[C:16]([NH:22]C(=O)OC(C)(C)C)[CH:17]=[C:18]([F:21])[C:19]=1[F:20])=[O:13])=[CH:7][CH:6]=2.C(O)(C(F)(F)F)=O.